Dataset: Forward reaction prediction with 1.9M reactions from USPTO patents (1976-2016). Task: Predict the product of the given reaction. Given the reactants [NH:1]([C:37]([CH2:39][CH2:40][CH2:41][CH2:42][CH2:43][CH2:44][CH3:45])=[O:38])[C@H:2]([C:18]([NH:20][C@H:21]([C:26]([N:28]1[CH2:36][CH2:35][CH2:34][C@H:29]1[C:30]([O:32]C)=[O:31])=[O:27])[CH2:22][CH:23]([CH3:25])[CH3:24])=[O:19])[CH2:3][C:4]1[CH:9]=[CH:8][C:7]([O:10][CH2:11][C:12]2[CH:17]=[CH:16][CH:15]=[CH:14][CH:13]=2)=[CH:6][CH:5]=1.O.O.[OH-].[Li+].Cl, predict the reaction product. The product is: [NH:1]([C:37]([CH2:39][CH2:40][CH2:41][CH2:42][CH2:43][CH2:44][CH3:45])=[O:38])[C@H:2]([C:18]([NH:20][C@H:21]([C:26]([N:28]1[CH2:36][CH2:35][CH2:34][C@H:29]1[C:30]([OH:32])=[O:31])=[O:27])[CH2:22][CH:23]([CH3:25])[CH3:24])=[O:19])[CH2:3][C:4]1[CH:9]=[CH:8][C:7]([O:10][CH2:11][C:12]2[CH:13]=[CH:14][CH:15]=[CH:16][CH:17]=2)=[CH:6][CH:5]=1.